Dataset: Peptide-MHC class I binding affinity with 185,985 pairs from IEDB/IMGT. Task: Regression. Given a peptide amino acid sequence and an MHC pseudo amino acid sequence, predict their binding affinity value. This is MHC class I binding data. (1) The peptide sequence is DIVSDSKKI. The MHC is HLA-A02:03 with pseudo-sequence HLA-A02:03. The binding affinity (normalized) is 0.111. (2) The peptide sequence is RILHNGAYSL. The MHC is Mamu-B17 with pseudo-sequence Mamu-B17. The binding affinity (normalized) is 0. (3) The peptide sequence is AMLDVDLHPA. The MHC is HLA-A02:01 with pseudo-sequence HLA-A02:01. The binding affinity (normalized) is 0.840. (4) The peptide sequence is FTDGVCLFW. The MHC is HLA-B58:01 with pseudo-sequence HLA-B58:01. The binding affinity (normalized) is 0.524.